Task: Predict which catalyst facilitates the given reaction.. Dataset: Catalyst prediction with 721,799 reactions and 888 catalyst types from USPTO Reactant: FC(F)(F)S([O:6][S:7]([C:10]([F:13])([F:12])[F:11])(=[O:9])=[O:8])(=O)=O.[F:16][C:17]1[CH:22]=[C:21]([F:23])[CH:20]=[CH:19][C:18]=1[C:24]1[C:33]2[C:28](=[CH:29][C:30](O)=[CH:31][CH:32]=2)[CH:27]=[C:26]([NH:35][C:36]2[CH:40]=[C:39]([CH3:41])[NH:38][N:37]=2)[N:25]=1.C(N(CC)CC)C. Product: [F:13][C:10]([F:11])([F:12])[S:7]([O:6][C:30]1[CH:29]=[C:28]2[C:33](=[CH:32][CH:31]=1)[C:24]([C:18]1[CH:19]=[CH:20][C:21]([F:23])=[CH:22][C:17]=1[F:16])=[N:25][C:26]([NH:35][C:36]1[CH:40]=[C:39]([CH3:41])[NH:38][N:37]=1)=[CH:27]2)(=[O:8])=[O:9]. The catalyst class is: 4.